Dataset: Full USPTO retrosynthesis dataset with 1.9M reactions from patents (1976-2016). Task: Predict the reactants needed to synthesize the given product. (1) Given the product [CH2:1]([O:3][C:4]([C:6]1[O:10][N:9]=[C:8]([C:11]2[CH:12]=[CH:13][C:14]([NH:17][C:19]3[S:20][C:21]4[CH:27]=[C:26]([F:28])[CH:25]=[CH:24][C:22]=4[N:23]=3)=[CH:15][CH:16]=2)[CH:7]=1)=[O:5])[CH3:2], predict the reactants needed to synthesize it. The reactants are: [CH2:1]([O:3][C:4]([C:6]1[O:10][N:9]=[C:8]([C:11]2[CH:16]=[CH:15][C:14]([NH2:17])=[CH:13][CH:12]=2)[CH:7]=1)=[O:5])[CH3:2].Cl[C:19]1[S:20][C:21]2[CH:27]=[C:26]([F:28])[CH:25]=[CH:24][C:22]=2[N:23]=1.Cl.O1CCOCC1. (2) The reactants are: [F:1][C:2]([F:15])([F:14])[C:3]1[C:12]2[C:7](=[C:8]([NH2:13])[CH:9]=[CH:10][CH:11]=2)[N:6]=[CH:5][CH:4]=1.[Cl:16][C:17]1[CH:22]=[CH:21][C:20]([S:23](Cl)(=[O:25])=[O:24])=[C:19]([N+:27]([O-:29])=[O:28])[CH:18]=1.N1C=CC=CC=1. Given the product [Cl:16][C:17]1[CH:22]=[CH:21][C:20]([S:23]([NH:13][C:8]2[CH:9]=[CH:10][CH:11]=[C:12]3[C:7]=2[N:6]=[CH:5][CH:4]=[C:3]3[C:2]([F:1])([F:14])[F:15])(=[O:25])=[O:24])=[C:19]([N+:27]([O-:29])=[O:28])[CH:18]=1, predict the reactants needed to synthesize it. (3) Given the product [F:30][C:27]1[CH:28]=[CH:29][C:24]([CH2:23][CH:20]2[CH2:21][CH2:22][N:17]([CH:15]([NH:1][C:2]3[CH:12]=[CH:11][C:5]4[NH:6][C:7](=[O:10])[CH2:8][O:9][C:4]=4[CH:3]=3)[CH:14]=[O:33])[CH2:18][CH2:19]2)=[CH:25][CH:26]=1, predict the reactants needed to synthesize it. The reactants are: [NH2:1][C:2]1[CH:12]=[CH:11][C:5]2[NH:6][C:7](=[O:10])[CH2:8][O:9][C:4]=2[CH:3]=1.Cl[CH2:14][C:15]([N:17]1[CH2:22][CH2:21][CH:20]([CH2:23][C:24]2[CH:29]=[CH:28][C:27]([F:30])=[CH:26][CH:25]=2)[CH2:19][CH2:18]1)=O.C([O:33]CC)C. (4) Given the product [NH2:1][C@@H:2]1[CH2:7][CH2:6][C@H:5]([C:8]([O:10][CH3:18])=[O:9])[CH2:4][CH2:3]1, predict the reactants needed to synthesize it. The reactants are: [NH2:1][C@@H:2]1[CH2:7][CH2:6][C@H:5]([C:8]([OH:10])=[O:9])[CH2:4][CH2:3]1.S(=O)(=O)(O)O.[NH4+].[OH-].[CH3:18]O. (5) Given the product [CH3:9][C:10]1[O:14][C:13]([CH2:15][O:16][C@H:17]2[CH2:22][CH2:21][C@H:20]([N:23]3[C:28](=[O:29])[C:27]([CH2:30][C:31]4[CH:36]=[CH:35][C:34]([C:37]5[CH:42]=[CH:41][CH:40]=[CH:39][C:38]=5[C:43]5[NH:51][C:4](=[O:7])[O:5][N:44]=5)=[CH:33][CH:32]=4)=[C:26]([CH2:45][CH2:46][CH3:47])[N:25]4[N:48]=[CH:49][N:50]=[C:24]34)[CH2:19][CH2:18]2)=[N:12][N:11]=1, predict the reactants needed to synthesize it. The reactants are: [Cl-].O[NH3+].[C:4](=[O:7])([O-])[OH:5].[Na+].[CH3:9][C:10]1[O:14][C:13]([CH2:15][O:16][C@H:17]2[CH2:22][CH2:21][C@H:20]([N:23]3[C:28](=[O:29])[C:27]([CH2:30][C:31]4[CH:36]=[CH:35][C:34]([C:37]5[C:38]([C:43]#[N:44])=[CH:39][CH:40]=[CH:41][CH:42]=5)=[CH:33][CH:32]=4)=[C:26]([CH2:45][CH2:46][CH3:47])[N:25]4[N:48]=[CH:49][N:50]=[C:24]34)[CH2:19][CH2:18]2)=[N:12][N:11]=1.[N:51]12CCCN=C1CCCCC2.Cl.